This data is from Forward reaction prediction with 1.9M reactions from USPTO patents (1976-2016). The task is: Predict the product of the given reaction. (1) Given the reactants [NH2:1][C:2]1[N:6]([C:7]2[CH:12]=[CH:11][C:10]([F:13])=[CH:9][CH:8]=2)[N:5]=[CH:4][C:3]=1[C:14]([NH:16][CH2:17][C:18]([OH:25])([CH2:23][OH:24])[C:19]([F:22])([F:21])[F:20])=[O:15].[C:26]1([CH3:36])[CH:31]=[CH:30][C:29]([S:32](Cl)(=[O:34])=[O:33])=[CH:28][CH:27]=1, predict the reaction product. The product is: [CH3:36][C:26]1[CH:31]=[CH:30][C:29]([S:32]([O:24][CH2:23][C:18]([CH2:17][NH:16][C:14]([C:3]2[CH:4]=[N:5][N:6]([C:7]3[CH:8]=[CH:9][C:10]([F:13])=[CH:11][CH:12]=3)[C:2]=2[NH2:1])=[O:15])([OH:25])[C:19]([F:22])([F:21])[F:20])(=[O:34])=[O:33])=[CH:28][CH:27]=1. (2) Given the reactants [F:1][C:2]([F:7])([F:6])[C:3]([OH:5])=[O:4].FC(F)(F)C(O)=O.[CH3:15][N:16]1[CH2:21][CH2:20][O:19][CH:18]([C:22]2[CH:27]=[CH:26][C:25]([C:28]3[C:36]4[C:31](=[CH:32][CH:33]=[C:34]([NH2:37])[CH:35]=4)[NH:30][N:29]=3)=[CH:24][CH:23]=2)[CH2:17]1.[CH2:38]([C:40]1[CH:45]=[CH:44][CH:43]=[C:42]([CH2:46][CH3:47])[C:41]=1[N:48]=[C:49]=[O:50])[CH3:39].CCN(C(C)C)C(C)C, predict the reaction product. The product is: [CH2:38]([C:40]1[CH:45]=[CH:44][CH:43]=[C:42]([CH2:46][CH3:47])[C:41]=1[NH:48][C:49]([NH:37][C:34]1[CH:35]=[C:36]2[C:31](=[CH:32][CH:33]=1)[NH:30][N:29]=[C:28]2[C:25]1[CH:24]=[CH:23][C:22]([CH:18]2[O:19][CH2:20][CH2:21][N:16]([CH3:15])[CH2:17]2)=[CH:27][CH:26]=1)=[O:50])[CH3:39].[C:3]([OH:5])([C:2]([F:7])([F:6])[F:1])=[O:4].